Dataset: Forward reaction prediction with 1.9M reactions from USPTO patents (1976-2016). Task: Predict the product of the given reaction. Given the reactants [Br:1][C:2]1[CH:7]=[CH:6][C:5]([C@H:8]2[C:17]3[C:12](=[CH:13][CH:14]=[C:15]([OH:18])[CH:16]=3)[C@H:11]3[CH2:19][CH2:20][C:21](=[O:22])[N:10]3[CH2:9]2)=[CH:4][CH:3]=1.C([O-])([O-])=O.[K+].[K+].[C:29]1([C@H:35]2C3C(=CC=C(OC)C=3)[C@H]3CCC(=O)N3C2)C=CC=C[CH:30]=1.C(Cl)[Cl:52], predict the reaction product. The product is: [Br:1][C:2]1[CH:3]=[CH:4][C:5]([C@H:8]2[C:17]3[C:12](=[CH:13][CH:14]=[C:15]([O:18][CH2:35][CH2:29][CH2:30][Cl:52])[CH:16]=3)[C@H:11]3[CH2:19][CH2:20][C:21](=[O:22])[N:10]3[CH2:9]2)=[CH:6][CH:7]=1.